Task: Predict the product of the given reaction.. Dataset: Forward reaction prediction with 1.9M reactions from USPTO patents (1976-2016) (1) The product is: [Cl:17][C:15]1[CH:14]=[CH:13][C:11]2[N:12]=[C:8]([NH:7][C@@H:6]3[CH2:5][C@H:4]([OH:18])[CH2:3][C@@H:2]3[NH:1][C:30](=[O:31])[C:29]3[C:33]([O:37][CH3:38])=[CH:34][CH:35]=[CH:36][C:28]=3[O:27][CH3:26])[S:9][C:10]=2[CH:16]=1. Given the reactants [NH2:1][C@@H:2]1[C@H:6]([NH:7][C:8]2[S:9][C:10]3[CH:16]=[C:15]([Cl:17])[CH:14]=[CH:13][C:11]=3[N:12]=2)[CH2:5][C@H:4]([OH:18])[CH2:3]1.C(N(CC)CC)C.[CH3:26][O:27][C:28]1[CH:36]=[CH:35][CH:34]=[C:33]([O:37][CH3:38])[C:29]=1[C:30](Cl)=[O:31].C(=O)(O)[O-].[Na+], predict the reaction product. (2) Given the reactants [NH:1]1[CH2:4][CH:3]([C:5]2[NH:9][N:8]=[C:7]([C:10]3[CH:15]=[CH:14][CH:13]=[CH:12][N:11]=3)[N:6]=2)[CH2:2]1.C(N(CC)CC)C.[CH3:23][C:24]1[N:25]=[C:26]2[N:31]=[C:30]([C:32]3[CH:39]=[CH:38][C:35]([CH:36]=O)=[CH:34][CH:33]=3)[C:29]([C:40]3[CH:45]=[CH:44][CH:43]=[CH:42][CH:41]=3)=[C:28]([NH:46][CH3:47])[N:27]2[CH:48]=1.C(O)(=O)C.[BH-](OC(C)=O)(OC(C)=O)OC(C)=O.[Na+], predict the reaction product. The product is: [CH3:47][NH:46][C:28]1[N:27]2[CH:48]=[C:24]([CH3:23])[N:25]=[C:26]2[N:31]=[C:30]([C:32]2[CH:39]=[CH:38][C:35]([CH2:36][N:1]3[CH2:4][CH:3]([C:5]4[N:6]=[C:7]([C:10]5[CH:15]=[CH:14][CH:13]=[CH:12][N:11]=5)[NH:8][N:9]=4)[CH2:2]3)=[CH:34][CH:33]=2)[C:29]=1[C:40]1[CH:45]=[CH:44][CH:43]=[CH:42][CH:41]=1. (3) The product is: [C:1]([O:5][C:6]([N:8]1[CH2:14][CH2:13][C:12]2[C:15]([C:20]3[C:24]([C:25]4[CH:30]=[CH:29][CH:28]=[CH:27][CH:26]=4)=[N:23][N:22]([CH3:31])[N:21]=3)=[C:16]([Cl:19])[CH:17]=[CH:18][C:11]=2[CH2:10][CH2:9]1)=[O:7])([CH3:4])([CH3:2])[CH3:3]. Given the reactants [C:1]([O:5][C:6]([N:8]1[CH2:14][CH2:13][C:12]2[C:15]([C:20]3[NH:21][N:22]=[N:23][C:24]=3[C:25]3[CH:30]=[CH:29][CH:28]=[CH:27][CH:26]=3)=[C:16]([Cl:19])[CH:17]=[CH:18][C:11]=2[CH2:10][CH2:9]1)=[O:7])([CH3:4])([CH3:3])[CH3:2].[C:31](=O)([O-])[O-].[K+].[K+].IC, predict the reaction product. (4) Given the reactants Cl[C:2]1[N:7]=[C:6]([O:8][C:9]2[C:18]3[C:13](=[CH:14][CH:15]=[CH:16][CH:17]=3)[C:12]([NH:19][C:20]([NH:22][C:23]3[N:27]([C:28]4[CH:33]=[CH:32][C:31]([CH3:34])=[CH:30][CH:29]=4)[N:26]=[C:25]([Si:35]([CH3:38])([CH3:37])[CH3:36])[CH:24]=3)=[O:21])=[CH:11][CH:10]=2)[CH:5]=[CH:4][N:3]=1.[CH3:39][C:40]1[CH:41]=[C:42]([NH2:49])[CH:43]=[C:44]2[C:48]=1[NH:47][N:46]=[CH:45]2, predict the reaction product. The product is: [CH3:39][C:40]1[CH:41]=[C:42]([NH:49][C:2]2[N:7]=[C:6]([O:8][C:9]3[C:18]4[C:13](=[CH:14][CH:15]=[CH:16][CH:17]=4)[C:12]([NH:19][C:20]([NH:22][C:23]4[N:27]([C:28]5[CH:29]=[CH:30][C:31]([CH3:34])=[CH:32][CH:33]=5)[N:26]=[C:25]([Si:35]([CH3:38])([CH3:37])[CH3:36])[CH:24]=4)=[O:21])=[CH:11][CH:10]=3)[CH:5]=[CH:4][N:3]=2)[CH:43]=[C:44]2[C:48]=1[NH:47][N:46]=[CH:45]2. (5) Given the reactants [NH2:1][C:2]1[CH:11]=[CH:10][C:5]([C:6]([O:8][CH3:9])=[O:7])=[CH:4][C:3]=1[I:12].C(N(CC)CC)C.[F:20][C:21]([F:32])([F:31])[C:22](O[C:22](=[O:23])[C:21]([F:32])([F:31])[F:20])=[O:23], predict the reaction product. The product is: [I:12][C:3]1[CH:4]=[C:5]([CH:10]=[CH:11][C:2]=1[NH:1][C:22](=[O:23])[C:21]([F:32])([F:31])[F:20])[C:6]([O:8][CH3:9])=[O:7].